This data is from Catalyst prediction with 721,799 reactions and 888 catalyst types from USPTO. The task is: Predict which catalyst facilitates the given reaction. (1) Reactant: [Cl:1][C:2]1[N:3]=[N:4][C:5]([NH:8][NH2:9])=[CH:6][CH:7]=1.O=[C:11]([CH3:26])[CH:12]([C:18]([C:20]1[CH:25]=[CH:24][CH:23]=[CH:22][CH:21]=1)=[O:19])[CH2:13][C:14]([O:16][CH3:17])=[O:15]. Product: [CH3:17][O:16][C:14](=[O:15])[CH2:13][CH:12]1[C:18]([OH:19])([C:20]2[CH:21]=[CH:22][CH:23]=[CH:24][CH:25]=2)[N:8]([C:5]2[N:4]=[N:3][C:2]([Cl:1])=[CH:7][CH:6]=2)[N:9]=[C:11]1[CH3:26]. The catalyst class is: 8. (2) Reactant: [NH2:1][CH2:2][CH2:3][O:4][C:5]1[CH:10]=[CH:9][C:8]([CH:11]2[CH2:16][CH2:15][N:14]([C:17]([O:19][CH2:20][C:21]3[CH:26]=[CH:25][CH:24]=[CH:23][CH:22]=3)=[O:18])[CH2:13][CH:12]2[O:27][CH2:28][C:29]2[CH:30]=[CH:31][C:32]3[O:37][CH2:36][CH2:35][N:34]([CH2:38][CH2:39][CH2:40][O:41][CH3:42])[C:33]=3[CH:43]=2)=[CH:7][CH:6]=1.[CH:44]1([CH:50]=O)[CH2:49][CH2:48][CH2:47][CH2:46][CH2:45]1.[BH4-].[Na+].[OH-].[Na+]. Product: [CH:44]1([CH2:50][NH:1][CH2:2][CH2:3][O:4][C:5]2[CH:6]=[CH:7][C:8]([CH:11]3[CH2:16][CH2:15][N:14]([C:17]([O:19][CH2:20][C:21]4[CH:26]=[CH:25][CH:24]=[CH:23][CH:22]=4)=[O:18])[CH2:13][CH:12]3[O:27][CH2:28][C:29]3[CH:30]=[CH:31][C:32]4[O:37][CH2:36][CH2:35][N:34]([CH2:38][CH2:39][CH2:40][O:41][CH3:42])[C:33]=4[CH:43]=3)=[CH:9][CH:10]=2)[CH2:49][CH2:48][CH2:47][CH2:46][CH2:45]1. The catalyst class is: 5. (3) Reactant: C(OC(=O)[NH:10][C:11]1[CH:16]=[CH:15][C:14]([CH:17]2[CH2:22][CH2:21][N:20]([CH3:23])[CH2:19][CH:18]2[OH:24])=[CH:13][C:12]=1[O:25][CH:26]([CH3:28])[CH3:27])C1C=CC=CC=1. Product: [NH2:10][C:11]1[CH:16]=[CH:15][C:14]([CH:17]2[CH2:22][CH2:21][N:20]([CH3:23])[CH2:19][CH:18]2[OH:24])=[CH:13][C:12]=1[O:25][CH:26]([CH3:28])[CH3:27]. The catalyst class is: 5. (4) Reactant: [CH3:1][O:2][C:3]1[N:8]=[C:7]2[NH:9][C:10]([S:12][CH2:13][C:14]3[C:19]([CH3:20])=[C:18]([O:21][CH3:22])[CH:17]=[CH:16][N:15]=3)=[N:11][C:6]2=[CH:5][C:4]=1[CH3:23].ClC1C=CC=C(C(OO)=[O:32])C=1.C(=O)(O)[O-].[Na+]. Product: [CH3:1][O:2][C:3]1[N:8]=[C:7]2[NH:9][C:10]([S:12]([CH2:13][C:14]3[C:19]([CH3:20])=[C:18]([O:21][CH3:22])[CH:17]=[CH:16][N:15]=3)=[O:32])=[N:11][C:6]2=[CH:5][C:4]=1[CH3:23]. The catalyst class is: 442. (5) Reactant: [CH3:1][C:2]1[NH:10][C:5]2=[N:6][CH:7]=[CH:8][CH:9]=[C:4]2[C:3]=1[C:11]([O:13][C:14]([CH3:17])([CH3:16])[CH3:15])=[O:12].C(=O)([O-])[O-].[Cs+].[Cs+].CN(C=O)C.Br[CH:30]([CH3:35])[C:31]([O:33][CH3:34])=[O:32]. Product: [CH3:34][O:33][C:31](=[O:32])[CH:30]([N:10]1[C:5]2=[N:6][CH:7]=[CH:8][CH:9]=[C:4]2[C:3]([C:11]([O:13][C:14]([CH3:17])([CH3:16])[CH3:15])=[O:12])=[C:2]1[CH3:1])[CH3:35]. The catalyst class is: 170. (6) The catalyst class is: 5. Product: [ClH:33].[N:1]1([C:16]([O:18][CH2:19][CH:20]2[C:32]3[CH:31]=[CH:30][CH:29]=[CH:28][C:27]=3[C:26]3[C:21]2=[CH:22][CH:23]=[CH:24][CH:25]=3)=[O:17])[CH2:5][CH2:4][CH:3]2[CH2:6][NH:7][CH2:8][CH:2]12. Reactant: [N:1]1([C:16]([O:18][CH2:19][CH:20]2[C:32]3[CH:31]=[CH:30][CH:29]=[CH:28][C:27]=3[C:26]3[C:21]2=[CH:22][CH:23]=[CH:24][CH:25]=3)=[O:17])[CH2:5][CH2:4][CH:3]2[CH2:6][N:7](C(OC(C)(C)C)=O)[CH2:8][CH:2]12.[ClH:33]. (7) Reactant: [Br:1][C:2]1[CH:3]=[C:4]2[C:13](=[CH:14][C:15]=1[F:16])[CH:12]1[CH2:17][CH:10]([CH2:11]1)[N:9]1[C:5]2=[N:6][C:7]([C:18]([O:20][CH3:21])=[O:19])=[CH:8]1.[CH:22](OCC)=[O:23]. Product: [Br:1][C:2]1[C:15]([F:16])=[CH:14][C:13]2[CH:12]3[CH2:11][CH:10]([CH2:17]3)[N:9]3[C:5](=[N:6][C:7]([C:18]([O:20][CH3:21])=[O:19])=[C:8]3[CH:22]=[O:23])[C:4]=2[CH:3]=1. The catalyst class is: 6. (8) Reactant: Cl[C:2]1[C:7]([O:8][C:9]2[CH:14]=[CH:13][CH:12]=[CH:11][C:10]=2[O:15][CH3:16])=[C:6]([Cl:17])[N:5]=[C:4]([C:18]2[CH:23]=[CH:22][N:21]=[CH:20][CH:19]=2)[N:3]=1.[K+].[CH:25]([C:28]1[CH:29]=[CH:30][C:31]([S:34]([NH-:37])(=[O:36])=[O:35])=[N:32][CH:33]=1)([CH3:27])[CH3:26]. Product: [CH:25]([C:28]1[CH:29]=[CH:30][C:31]([S:34]([NH:37][C:2]2[C:7]([O:8][C:9]3[CH:14]=[CH:13][CH:12]=[CH:11][C:10]=3[O:15][CH3:16])=[C:6]([Cl:17])[N:5]=[C:4]([C:18]3[CH:23]=[CH:22][N:21]=[CH:20][CH:19]=3)[N:3]=2)(=[O:36])=[O:35])=[N:32][CH:33]=1)([CH3:27])[CH3:26]. The catalyst class is: 3.